Dataset: Reaction yield outcomes from USPTO patents with 853,638 reactions. Task: Predict the reaction yield, written as a fraction of the theoretical maximum amount of product (1.0 means a 100% yield; for example, 0.34 means a 34% yield). (1) The reactants are [O:1]=[C:2]1[C@H:6]([O:7][C:8](=[O:12])[CH:9]([CH3:11])[CH3:10])[C@@H:5]([O:13][C:14](=[O:18])[CH:15]([CH3:17])[CH3:16])[C:4](=O)[O:3]1.[NH2:20][OH:21]. The catalyst is C(OCC)(=O)C. The product is [OH:21][N:20]1[C:2](=[O:1])[C@H:6]([O:7][C:8](=[O:12])[CH:9]([CH3:11])[CH3:10])[C@@H:5]([O:13][C:14](=[O:18])[CH:15]([CH3:17])[CH3:16])[C:4]1=[O:3]. The yield is 1.00. (2) The reactants are [CH3:1][O:2][C:3]([C:5]1[CH:6]=[C:7]2[C:11](=[CH:12][CH:13]=1)[CH2:10][CH2:9][C@H:8]2[NH2:14])=[O:4].[CH:15]([C:17]1[N:18]([C:23]([O:25][C:26]([CH3:29])([CH3:28])[CH3:27])=[O:24])[C:19](C)=[CH:20][CH:21]=1)=O.[BH-](OC(C)=O)(OC(C)=O)OC(C)=O.[Na+]. The catalyst is C(Cl)Cl. The product is [CH3:1][O:2][C:3]([C:5]1[CH:6]=[C:7]2[C:11]([CH2:10][CH2:9][C@H:8]2[NH:14][CH2:15][C:17]2[N:18]([C:23]([O:25][C:26]([CH3:29])([CH3:28])[CH3:27])=[O:24])[CH:19]=[CH:20][CH:21]=2)=[CH:12][CH:13]=1)=[O:4]. The yield is 0.820. (3) The reactants are Cl[C:2]1[N:11]=[C:10]([NH:12][CH2:13][CH:14]([C:21]2[CH:26]=[CH:25][CH:24]=[CH:23][CH:22]=2)[C:15]2[CH:20]=[CH:19][CH:18]=[CH:17][CH:16]=2)[C:9]2[C:4](=[CH:5][CH:6]=[CH:7][CH:8]=2)[N:3]=1.[N:27]1[CH:28]=[CH:29][N:30]2[CH:35]=[C:34](B(O)O)[CH:33]=[CH:32][C:31]=12.C(NC1C2C(=CC=CC=2)N=C(C2SC3C=CC=CC=3C=2)N=1)(C1C=CC=CC=1)C1C=CC=CC=1. The catalyst is C1CCCCC1.CCOC(C)=O. The product is [C:15]1([CH:14]([C:21]2[CH:26]=[CH:25][CH:24]=[CH:23][CH:22]=2)[CH2:13][NH:12][C:10]2[C:9]3[C:4](=[CH:5][CH:6]=[CH:7][CH:8]=3)[N:3]=[C:2]([C:34]3[CH:33]=[CH:32][C:31]4[N:30]([CH:29]=[CH:28][N:27]=4)[CH:35]=3)[N:11]=2)[CH:20]=[CH:19][CH:18]=[CH:17][CH:16]=1. The yield is 0.410. (4) The reactants are [NH2:1][C:2]1[C:7]2[C:8]([C:11]3[CH:12]=[C:13]4[C:17](=[CH:18][CH:19]=3)[N:16]([C:20](=[O:28])[CH2:21][C:22]3[CH:27]=[CH:26][CH:25]=[CH:24][CH:23]=3)[CH2:15][CH2:14]4)=[CH:9][S:10][C:6]=2[C:5]([C:29]2[CH2:30][CH2:31][N:32](C(OC(C)(C)C)=O)[CH2:33][CH:34]=2)=[CH:4][N:3]=1.C(O)(C(F)(F)F)=O. The catalyst is ClCCl. The product is [C:22]1([CH2:21][C:20]([N:16]2[C:17]3[C:13](=[CH:12][C:11]([C:8]4[C:7]5[C:2]([NH2:1])=[N:3][CH:4]=[C:5]([C:29]6[CH2:30][CH2:31][NH:32][CH2:33][CH:34]=6)[C:6]=5[S:10][CH:9]=4)=[CH:19][CH:18]=3)[CH2:14][CH2:15]2)=[O:28])[CH:27]=[CH:26][CH:25]=[CH:24][CH:23]=1. The yield is 0.668. (5) The reactants are [CH2:1]([O:8][C:9]1[CH:25]=[C:12]2[C:13](=[O:24])[N:14]([C:17]3[CH:22]=[CH:21][CH:20]=[C:19](Br)[N:18]=3)[CH2:15][CH2:16][N:11]2[N:10]=1)[C:2]1[CH:7]=[CH:6][CH:5]=[CH:4][CH:3]=1.[CH:26]1(B(O)O)[CH2:28][CH2:27]1.C([O-])([O-])=O.[K+].[K+]. The catalyst is O1CCOCC1.CN(C=O)C.O.C1C=CC([P]([Pd]([P](C2C=CC=CC=2)(C2C=CC=CC=2)C2C=CC=CC=2)([P](C2C=CC=CC=2)(C2C=CC=CC=2)C2C=CC=CC=2)[P](C2C=CC=CC=2)(C2C=CC=CC=2)C2C=CC=CC=2)(C2C=CC=CC=2)C2C=CC=CC=2)=CC=1. The product is [CH2:1]([O:8][C:9]1[CH:25]=[C:12]2[C:13](=[O:24])[N:14]([C:17]3[CH:22]=[CH:21][CH:20]=[C:19]([CH:26]4[CH2:28][CH2:27]4)[N:18]=3)[CH2:15][CH2:16][N:11]2[N:10]=1)[C:2]1[CH:7]=[CH:6][CH:5]=[CH:4][CH:3]=1. The yield is 0.450. (6) The reactants are [CH3:1][C@H:2]([CH2:23][CH:24]=[CH2:25])[C:3]([O:5][CH2:6][C@H:7]([NH:14][C:15](=[O:22])[C:16]([F:21])([F:20])[CH2:17]C=C)[C:8]1[CH:13]=[CH:12][CH:11]=[CH:10][CH:9]=1)=[O:4]. The catalyst is C1(C)C=CC=CC=1. The product is [F:21][C:16]1([F:20])[CH2:17][CH:25]=[CH:24][CH2:23][C@@H:2]([CH3:1])[C:3](=[O:4])[O:5][CH2:6][C@@H:7]([C:8]2[CH:9]=[CH:10][CH:11]=[CH:12][CH:13]=2)[NH:14][C:15]1=[O:22]. The yield is 0.840. (7) The reactants are Br[CH2:2][C:3]1[C:8]([Cl:9])=[CH:7][CH:6]=[CH:5][C:4]=1[CH2:10][N:11]([CH2:14][CH3:15])[CH2:12][CH3:13].[CH3:16][C:17]1[N:22]=[C:21]([SH:23])[N:20]=[C:19]([OH:24])[CH:18]=1.C(N(CC)CC)C. The catalyst is C(O)C. The product is [Cl:9][C:8]1[CH:7]=[CH:6][CH:5]=[C:4]([CH2:10][N:11]([CH2:14][CH3:15])[CH2:12][CH3:13])[C:3]=1[CH2:2][S:23][C:21]1[N:20]=[C:19]([OH:24])[CH:18]=[C:17]([CH3:16])[N:22]=1. The yield is 0.390. (8) The product is [N:27]1([C:32]2[N:33]=[CH:34][C:35]([C:2]3[N:3]=[C:4]4[C:9](=[CH:10][CH:11]=3)[N:8]=[CH:7][C:6]3[CH:12]=[CH:13][C:14](=[O:26])[N:15]([C:16]5[CH:21]=[CH:20][CH:19]=[C:18]([C:22]([F:23])([F:24])[F:25])[CH:17]=5)[C:5]4=3)=[CH:36][CH:37]=2)[CH2:28][CH2:29][CH2:30][CH2:31]1. No catalyst specified. The reactants are Cl[C:2]1[N:3]=[C:4]2[C:9](=[CH:10][CH:11]=1)[N:8]=[CH:7][C:6]1[CH:12]=[CH:13][C:14](=[O:26])[N:15]([C:16]3[CH:21]=[CH:20][CH:19]=[C:18]([C:22]([F:25])([F:24])[F:23])[CH:17]=3)[C:5]2=1.[N:27]1([C:32]2[CH:37]=[CH:36][C:35](B3OC(C)(C)C(C)(C)O3)=[CH:34][N:33]=2)[CH2:31][CH2:30][CH2:29][CH2:28]1.CC1(C)C(C)(C)OB(C2C=CC(N)=NC=2)O1. The yield is 0.812. (9) The reactants are [Cl:1][C:2]1[CH:3]=[C:4]([CH:8]([C:10]2[N:11]=[CH:12][S:13][C:14]=2[CH3:15])[OH:9])[CH:5]=[CH:6][CH:7]=1.N1C=CN=C1.[CH3:21][C:22]([Si:25](Cl)([CH3:27])[CH3:26])([CH3:24])[CH3:23]. The catalyst is C(Cl)Cl. The product is [Si:25]([O:9][CH:8]([C:4]1[CH:5]=[CH:6][CH:7]=[C:2]([Cl:1])[CH:3]=1)[C:10]1[N:11]=[CH:12][S:13][C:14]=1[CH3:15])([C:22]([CH3:24])([CH3:23])[CH3:21])([CH3:27])[CH3:26]. The yield is 0.740.